From a dataset of Forward reaction prediction with 1.9M reactions from USPTO patents (1976-2016). Predict the product of the given reaction. (1) Given the reactants [N:1]1[CH:6]=[CH:5][CH:4]=[CH:3][C:2]=1[NH:7][NH2:8].[CH2:9]([O:11][C:12](=[O:20])[CH:13]([C:17](=O)[CH3:18])[C:14](=O)[CH3:15])[CH3:10].N1C=CC=CC=1, predict the reaction product. The product is: [CH2:9]([O:11][C:12]([C:13]1[C:14]([CH3:15])=[N:8][N:7]([C:2]2[CH:3]=[CH:4][CH:5]=[CH:6][N:1]=2)[C:17]=1[CH3:18])=[O:20])[CH3:10]. (2) Given the reactants [Cl:1][C:2]1[CH:27]=[CH:26][CH:25]=[C:24]([Cl:28])[C:3]=1[CH2:4][C:5]1[N:9]([CH2:10][C:11]2[CH:19]=[CH:18][C:14]([C:15](O)=[O:16])=[CH:13][CH:12]=2)[C:8]2[CH:20]=[CH:21][CH:22]=[CH:23][C:7]=2[N:6]=1.F[P-](F)(F)(F)(F)F.N1(O[P+](N(C)C)(N(C)C)N(C)C)C2C=CC=CC=2N=N1.CCN(C(C)C)C(C)C.[CH3:65][N:66]1[CH2:71][CH2:70][N:69]([CH2:72][CH2:73][CH2:74][NH2:75])[CH2:68][CH2:67]1, predict the reaction product. The product is: [Cl:1][C:2]1[CH:27]=[CH:26][CH:25]=[C:24]([Cl:28])[C:3]=1[CH2:4][C:5]1[N:9]([CH2:10][C:11]2[CH:19]=[CH:18][C:14]([C:15]([NH:75][CH2:74][CH2:73][CH2:72][N:69]3[CH2:68][CH2:67][N:66]([CH3:65])[CH2:71][CH2:70]3)=[O:16])=[CH:13][CH:12]=2)[C:8]2[CH:20]=[CH:21][CH:22]=[CH:23][C:7]=2[N:6]=1. (3) Given the reactants [N:1]1[N:5]2[C:6]3[C:11]([CH:12]=[CH:13][C:4]2=[N:3][N:2]=1)=[C:10]([CH2:14][CH:15]=O)[CH:9]=[CH:8][CH:7]=3.[CH3:17][C:18]1[CH:27]=[CH:26][C:25]2[C:20](=[CH:21][CH:22]=[CH:23][C:24]=2N2CCN[C@H](C)C2)[N:19]=1.C(O[BH-](O[C:45](=O)[CH3:46])OC(=O)C)(=O)C.[Na+], predict the reaction product. The product is: [CH3:17][C:18]1[CH:27]=[CH:26][C:25]2[C:20](=[CH:21][CH:22]=[CH:23][C:24]=2[CH:46]2[CH2:45][CH2:6][N:5]([CH2:15][CH2:14][C:10]3[CH:9]=[CH:8][CH:7]=[C:6]4[C:11]=3[CH:12]=[CH:13][C:4]3[N:5]4[N:1]=[N:2][N:3]=3)[CH2:4][CH2:13]2)[N:19]=1. (4) Given the reactants [CH3:1][C:2]1[CH:15]=[C:5]2[C:6]([C@@H:10]3[CH2:12][C@H:11]3[CH2:13][NH2:14])=[CH:7][CH:8]=[CH:9][N:4]2[N:3]=1.C(N(CC)CC)C.[C:23](OC(=O)C)(=[O:25])[CH3:24], predict the reaction product. The product is: [CH3:1][C:2]1[CH:15]=[C:5]2[C:6]([C@@H:10]3[CH2:12][C@H:11]3[CH2:13][NH:14][C:23](=[O:25])[CH3:24])=[CH:7][CH:8]=[CH:9][N:4]2[N:3]=1. (5) Given the reactants [Cl:1][C:2]1[CH:7]=[CH:6][C:5]([C:8]2[C:9]3[N:10]([N:14]=[C:15]([NH:17][C:18]4[CH:19]=[C:20]5[C:25](=[CH:26][CH:27]=4)[CH2:24][NH:23][CH2:22][CH2:21]5)[N:16]=3)[CH:11]=[CH:12][CH:13]=2)=[C:4]([O:28][CH3:29])[CH:3]=1.Cl[CH2:31][C:32]([N:34]([CH3:36])[CH3:35])=[O:33], predict the reaction product. The product is: [Cl:1][C:2]1[CH:7]=[CH:6][C:5]([C:8]2[C:9]3[N:10]([N:14]=[C:15]([NH:17][C:18]4[CH:19]=[C:20]5[C:25](=[CH:26][CH:27]=4)[CH2:24][N:23]([CH2:31][C:32]([N:34]([CH3:36])[CH3:35])=[O:33])[CH2:22][CH2:21]5)[N:16]=3)[CH:11]=[CH:12][CH:13]=2)=[C:4]([O:28][CH3:29])[CH:3]=1. (6) Given the reactants [Cl:1][C:2]1[N:7]=[C:6]([NH2:8])[CH:5]=[N:4][CH:3]=1.[C:9](Cl)(=[O:11])[CH3:10], predict the reaction product. The product is: [Cl:1][C:2]1[N:7]=[C:6]([NH:8][C:9](=[O:11])[CH3:10])[CH:5]=[N:4][CH:3]=1.